Dataset: PAMPA (Parallel Artificial Membrane Permeability Assay) permeability data from NCATS. Task: Regression/Classification. Given a drug SMILES string, predict its absorption, distribution, metabolism, or excretion properties. Task type varies by dataset: regression for continuous measurements (e.g., permeability, clearance, half-life) or binary classification for categorical outcomes (e.g., BBB penetration, CYP inhibition). Dataset: pampa_ncats. The drug is COC1=CC=C(C=C1)CCNC(=O)C2=CC3=C(N=C4C=CC=CN4C3=O)N(C2=N)CCCN5CCOCC5. The result is 1 (high permeability).